The task is: Predict the reactants needed to synthesize the given product.. This data is from Full USPTO retrosynthesis dataset with 1.9M reactions from patents (1976-2016). (1) Given the product [F:1][C:2]([F:25])([F:26])[C:3]1[CH:4]=[C:5]([C:9]2[CH:20]=[C:19]([CH:21]([N:23]([CH3:24])[S:43]([C:40]3[CH:41]=[CH:42][C:37]([F:36])=[CH:38][CH:39]=3)(=[O:45])=[O:44])[CH3:22])[CH:18]=[CH:17][C:10]=2[O:11][CH2:12][C:13]([O:15][CH3:16])=[O:14])[CH:6]=[CH:7][CH:8]=1, predict the reactants needed to synthesize it. The reactants are: [F:1][C:2]([F:26])([F:25])[C:3]1[CH:4]=[C:5]([C:9]2[CH:20]=[C:19]([CH:21]([NH:23][CH3:24])[CH3:22])[CH:18]=[CH:17][C:10]=2[O:11][CH2:12][C:13]([O:15][CH3:16])=[O:14])[CH:6]=[CH:7][CH:8]=1.CCN(C(C)C)C(C)C.[F:36][C:37]1[CH:42]=[CH:41][C:40]([S:43](Cl)(=[O:45])=[O:44])=[CH:39][CH:38]=1. (2) Given the product [C:20]([C:24]1[CH:25]=[CH:26][C:27]([CH2:30][CH2:31][NH:32][C:12]2[C:11]3[CH:18]=[CH:19][C:8]([C:3]4[C:2]([Cl:1])=[CH:7][CH:6]=[CH:5][N:4]=4)=[CH:9][C:10]=3[S:14](=[O:16])(=[O:15])[N:13]=2)=[CH:28][CH:29]=1)([CH3:23])([CH3:21])[CH3:22], predict the reactants needed to synthesize it. The reactants are: [Cl:1][C:2]1[C:3]([C:8]2[CH:19]=[CH:18][C:11]3[C:12](O)=[N:13][S:14](=[O:16])(=[O:15])[C:10]=3[CH:9]=2)=[N:4][CH:5]=[CH:6][CH:7]=1.[C:20]([C:24]1[CH:29]=[CH:28][C:27]([CH2:30][CH2:31][NH2:32])=[CH:26][CH:25]=1)([CH3:23])([CH3:22])[CH3:21]. (3) Given the product [Br:33][C:32]1[CH:34]=[CH:35][C:29]([S:26]([O:1][C@@H:2]2[CH2:6][N:5]([C:7]([O:9][C:10]([CH3:11])([CH3:12])[CH3:13])=[O:8])[C@H:4]([C:14]([O:16][CH3:17])=[O:15])[CH2:3]2)(=[O:28])=[O:27])=[CH:30][CH:31]=1, predict the reactants needed to synthesize it. The reactants are: [OH:1][C@@H:2]1[CH2:6][N:5]([C:7]([O:9][C:10]([CH3:13])([CH3:12])[CH3:11])=[O:8])[C@H:4]([C:14]([O:16][CH3:17])=[O:15])[CH2:3]1.C1N2CCN(CC2)C1.[S:26](Cl)([C:29]1[CH:35]=[CH:34][C:32]([Br:33])=[CH:31][CH:30]=1)(=[O:28])=[O:27]. (4) Given the product [NH2:1][C:2]1[N:6]([C:7]2[CH:12]=[C:11]([N+:13]([O-:15])=[O:14])[CH:10]=[CH:9][C:8]=2[Br:16])[N:5]=[C:4]([C:17]2[CH:22]=[CH:21][C:20]([O:23][C:24]3[CH:29]=[CH:28][CH:27]=[CH:26][CH:25]=3)=[CH:19][CH:18]=2)[C:3]=1[C:30]([NH2:31])=[O:33], predict the reactants needed to synthesize it. The reactants are: [NH2:1][C:2]1[N:6]([C:7]2[CH:12]=[C:11]([N+:13]([O-:15])=[O:14])[CH:10]=[CH:9][C:8]=2[Br:16])[N:5]=[C:4]([C:17]2[CH:22]=[CH:21][C:20]([O:23][C:24]3[CH:29]=[CH:28][CH:27]=[CH:26][CH:25]=3)=[CH:19][CH:18]=2)[C:3]=1[C:30]#[N:31].P(O)(O)[OH:33]. (5) Given the product [NH2:7][CH2:8][CH:9]1[CH2:10][CH2:11][CH2:12][C:13]2[CH:14]=[C:15]([N:19]([CH3:31])[S:20]([C:23]3[CH:28]=[CH:27][CH:26]=[C:25]([F:29])[CH:24]=3)(=[O:22])=[O:21])[CH:16]=[CH:17][C:18]1=2, predict the reactants needed to synthesize it. The reactants are: C(OC(=O)[NH:7][CH2:8][CH:9]1[C:18]2[C:13](=[CH:14][C:15]([NH:19][S:20]([C:23]3[CH:28]=[CH:27][CH:26]=[C:25]([F:29])[CH:24]=3)(=[O:22])=[O:21])=[CH:16][CH:17]=2)[CH2:12][CH2:11][CH2:10]1)(C)(C)C.[C:31](=O)([O-])[O-].[K+].[K+].IC. (6) Given the product [CH3:1][N:2]1[C:11](=[O:12])[C:10]2[C:5](=[C:6]([N:13]3[C:19](=[O:20])[C:18]4[CH:21]=[N:22][C:23]([NH:46][CH3:45])=[N:24][C:17]=4[N:16]4[CH2:27][CH2:28][CH2:29][C@H:15]4[CH2:14]3)[CH:7]=[CH:8][CH:9]=2)[N:4]=[CH:3]1, predict the reactants needed to synthesize it. The reactants are: [CH3:1][N:2]1[C:11](=[O:12])[C:10]2[C:5](=[C:6]([N:13]3[C:19](=[O:20])[C:18]4[CH:21]=[N:22][C:23](SC)=[N:24][C:17]=4[N:16]4[CH2:27][CH2:28][CH2:29][C@H:15]4[CH2:14]3)[CH:7]=[CH:8][CH:9]=2)[N:4]=[CH:3]1.C1C=C(Cl)C=C(C(OO)=O)C=1.C(Cl)(Cl)Cl.[CH3:45][NH2:46].C1COCC1. (7) Given the product [Cl:20][C:9]1[CH:8]=[CH:7][N:6]=[C:5]2[NH:1][CH:2]=[CH:3][C:4]=12, predict the reactants needed to synthesize it. The reactants are: [NH:1]1[C:5]2=[N+:6]([O-])[CH:7]=[CH:8][CH:9]=[C:4]2[CH:3]=[CH:2]1.CN(C=O)C.CS([Cl:20])(=O)=O.[OH-].[Na+].